Dataset: Full USPTO retrosynthesis dataset with 1.9M reactions from patents (1976-2016). Task: Predict the reactants needed to synthesize the given product. (1) The reactants are: [S:1](=[N:4][C:5]([NH2:7])=[O:6])(=[O:3])=[O:2].C(OC(=O)[N:14]([C:16]1[CH:17]=[C:18]2[C:23](=[CH:24][C:25]=1[F:26])[C:22](=[O:27])[N:21]([C:28]1[CH:33]=[CH:32][C:31](N)=[CH:30][CH:29]=1)[CH:20]=[CH:19]2)C)(C)(C)C.[CH3:36][C:37]1[CH:38]=[C:39](S(N)(=O)=O)[S:40][CH:41]=1. Given the product [NH2:14][C:16]1[CH:17]=[C:18]2[C:23](=[CH:24][C:25]=1[F:26])[C:22](=[O:27])[N:21]([C:28]1[CH:29]=[CH:30][C:31]([NH:7][C:5]([NH:4][S:1]([C:39]3[S:40][CH:41]=[C:37]([CH3:36])[CH:38]=3)(=[O:3])=[O:2])=[O:6])=[CH:32][CH:33]=1)[CH:20]=[CH:19]2, predict the reactants needed to synthesize it. (2) Given the product [CH2:15]([O:14][C@H:13]1[C@H:9]([O:8][CH2:1][C:2]2[CH:3]=[CH:4][CH:5]=[CH:6][CH:7]=2)[C@@H:10]([CH2:32][O:33][CH2:34][C:35]2[CH:36]=[CH:37][CH:38]=[CH:39][CH:40]=2)[N:11]([C:25]([O:27][C:28]([CH3:31])([CH3:30])[CH3:29])=[O:26])[C@@H:12]1[CH2:22][C:23]([OH:46])=[O:24])[C:16]1[CH:21]=[CH:20][CH:19]=[CH:18][CH:17]=1, predict the reactants needed to synthesize it. The reactants are: [CH2:1]([O:8][C@H:9]1[C@H:13]([O:14][CH2:15][C:16]2[CH:21]=[CH:20][CH:19]=[CH:18][CH:17]=2)[C@@H:12]([CH2:22][CH:23]=[O:24])[N:11]([C:25]([O:27][C:28]([CH3:31])([CH3:30])[CH3:29])=[O:26])[C@@H:10]1[CH2:32][O:33][CH2:34][C:35]1[CH:40]=[CH:39][CH:38]=[CH:37][CH:36]=1)[C:2]1[CH:7]=[CH:6][CH:5]=[CH:4][CH:3]=1.CC(=CC)C.[O-:46]Cl=O.[Na+].[O-]S([O-])(=S)=O.[Na+].[Na+].Cl. (3) The reactants are: [CH3:1][N:2]1[C:6]2[CH:7]=[CH:8][C:9]([C:11]([NH:13][CH2:14][C:15](O)=[O:16])=[O:12])=[CH:10][C:5]=2[N:4]=[C:3]1[NH:18][C:19]1[S:20][C:21]2[CH:27]=[C:26]([O:28][C:29]([F:32])([F:31])[F:30])[CH:25]=[CH:24][C:22]=2[N:23]=1.[OH:33][CH:34]1[CH2:39][CH2:38][NH:37][CH2:36][CH2:35]1.CN(C(ON1N=NC2C=CC=CC1=2)=[N+](C)C)C.F[P-](F)(F)(F)(F)F.CCN(C(C)C)C(C)C. Given the product [OH:33][CH:34]1[CH2:39][CH2:38][N:37]([C:15](=[O:16])[CH2:14][NH:13][C:11]([C:9]2[CH:8]=[CH:7][C:6]3[N:2]([CH3:1])[C:3]([NH:18][C:19]4[S:20][C:21]5[CH:27]=[C:26]([O:28][C:29]([F:31])([F:30])[F:32])[CH:25]=[CH:24][C:22]=5[N:23]=4)=[N:4][C:5]=3[CH:10]=2)=[O:12])[CH2:36][CH2:35]1, predict the reactants needed to synthesize it.